Predict the reaction yield, written as a fraction of the theoretical maximum amount of product (1.0 means a 100% yield; for example, 0.34 means a 34% yield). From a dataset of Reaction yield outcomes from USPTO patents with 853,638 reactions. (1) The reactants are [OH:1][CH:2]([CH3:17])[CH2:3][N:4]1[C:12]2=[C:13]([OH:16])[CH:14]=[CH:15][C:10]3=[C:11]2[C:6]([CH2:7][CH2:8][CH2:9]3)=[N:5]1. The catalyst is C(O)C. The product is [CH2:15]([O:16][C:13]1[C:12]2[N:4]([CH2:3][CH:2]([OH:1])[CH3:17])[N:5]=[C:6]3[CH2:7][CH2:8][CH2:9][C:10]([C:11]=23)=[CH:15][CH:14]=1)[C:10]1[CH:11]=[CH:6][CH:7]=[CH:8][CH:9]=1. The yield is 0.540. (2) The reactants are [N-:1]=[N+:2]=[N-:3].[Na+].Br[CH2:6][CH2:7][CH2:8][CH2:9][CH2:10][CH2:11][CH2:12][CH2:13][CH2:14][CH2:15][C:16]([NH:18][C@H:19]1[CH2:26][CH2:25][CH2:24][NH:23][C:21](=[O:22])[CH2:20]1)=[O:17]. The product is [N:1]([CH2:6][CH2:7][CH2:8][CH2:9][CH2:10][CH2:11][CH2:12][CH2:13][CH2:14][CH2:15][C:16]([NH:18][C@H:19]1[CH2:26][CH2:25][CH2:24][NH:23][C:21](=[O:22])[CH2:20]1)=[O:17])=[N+:2]=[N-:3]. The catalyst is CN(C=O)C. The yield is 0.660. (3) The reactants are F[C:2]1[CH:7]=[CH:6][C:5]([C:8](=[O:14])[CH2:9][CH2:10][C:11]([OH:13])=[O:12])=[CH:4][CH:3]=1.[C:15]1([SH:21])[CH:20]=[CH:19][CH:18]=[CH:17][CH:16]=1.C(=O)([O-])[O-].[K+].[K+].CS(C)=O. The catalyst is O. The product is [O:14]=[C:8]([C:5]1[CH:6]=[CH:7][C:2]([S:21][C:15]2[CH:20]=[CH:19][CH:18]=[CH:17][CH:16]=2)=[CH:3][CH:4]=1)[CH2:9][CH2:10][C:11]([OH:13])=[O:12]. The yield is 0.755. (4) The catalyst is CCOC(C)=O.C1C=CC(/C=C/C(/C=C/C2C=CC=CC=2)=O)=CC=1.C1C=CC(/C=C/C(/C=C/C2C=CC=CC=2)=O)=CC=1.C1C=CC(/C=C/C(/C=C/C2C=CC=CC=2)=O)=CC=1.[Pd].[Pd].CC1(C)C2C(=C(P(C3C=CC=CC=3)C3C=CC=CC=3)C=CC=2)OC2C(P(C3C=CC=CC=3)C3C=CC=CC=3)=CC=CC1=2. The yield is 0.727. The product is [CH2:1]([S:8][C:9]1[CH:15]=[CH:14][C:12]([NH:13][C:29]2[C:30]([O:32][CH3:33])=[CH:31][C:26]([C:23]3[CH:24]=[CH:25][C:20]([Cl:19])=[C:21]([CH3:36])[CH:22]=3)=[C:27]([F:35])[CH:28]=2)=[C:11]([N+:16]([O-:18])=[O:17])[CH:10]=1)[C:2]1[CH:3]=[CH:4][CH:5]=[CH:6][CH:7]=1. The reactants are [CH2:1]([S:8][C:9]1[CH:15]=[CH:14][C:12]([NH2:13])=[C:11]([N+:16]([O-:18])=[O:17])[CH:10]=1)[C:2]1[CH:7]=[CH:6][CH:5]=[CH:4][CH:3]=1.[Cl:19][C:20]1[CH:25]=[CH:24][C:23]([C:26]2[CH:31]=[C:30]([O:32][CH3:33])[C:29](I)=[CH:28][C:27]=2[F:35])=[CH:22][C:21]=1[CH3:36].COC1CCCC1.C(=O)([O-])[O-].[Cs+].[Cs+]. (5) The reactants are [OH:1][CH2:2][CH2:3][CH2:4][NH:5][C:6]1[C:7]2[N:8]([CH:22]=[CH:23][N:24]=2)[C:9]2[C:14]([N:15]=1)=[CH:13][C:12]([C:16]([F:19])([F:18])[F:17])=[C:11]([CH:20]=O)[CH:10]=2.[NH2:25][C:26]1[CH:31]=[CH:30][CH:29]=[CH:28][N:27]=1.[BH4-].[Na+]. The catalyst is O1CCCC1.CC(C)[O-].CC(C)[O-].CC(C)[O-].CC(C)[O-].[Ti+4]. The product is [N:27]1[CH:28]=[CH:29][CH:30]=[CH:31][C:26]=1[NH:25][CH2:20][C:11]1[CH:10]=[C:9]2[C:14]([N:15]=[C:6]([NH:5][CH2:4][CH2:3][CH2:2][OH:1])[C:7]3[N:8]2[CH:22]=[CH:23][N:24]=3)=[CH:13][C:12]=1[C:16]([F:17])([F:18])[F:19]. The yield is 0.250. (6) The reactants are Br[CH:2]([C:13]1[CH:18]=[CH:17][C:16]([Br:19])=[CH:15][CH:14]=1)[C:3]([C:5]1[CH:10]=[CH:9][C:8]([S:11][CH3:12])=[CH:7][CH:6]=1)=O.[C:20]([NH2:23])(=[S:22])[CH3:21]. The catalyst is C(O)C. The product is [Br:19][C:16]1[CH:17]=[CH:18][C:13]([C:2]2[S:22][C:20]([CH3:21])=[N:23][C:3]=2[C:5]2[CH:10]=[CH:9][C:8]([S:11][CH3:12])=[CH:7][CH:6]=2)=[CH:14][CH:15]=1. The yield is 0.560. (7) The reactants are Cl[CH2:2][C:3]([N:5]1[CH2:10][C@H:9]([CH3:11])[N:8]([CH2:12][C:13]2[CH:18]=[CH:17][C:16]([F:19])=[CH:15][CH:14]=2)[CH2:7][C@H:6]1[CH3:20])=[O:4].[Cl:21][C:22]1[CH:23]=[CH:24][C:25]([OH:33])=[C:26]([S:28]([NH:31][CH3:32])(=[O:30])=[O:29])[CH:27]=1.C(=O)([O-])[O-].[K+].[K+].[I-].[K+]. The yield is 0.530. The product is [Cl:21][C:22]1[CH:23]=[CH:24][C:25]([O:33][CH2:2][C:3]([N:5]2[CH2:10][C@H:9]([CH3:11])[N:8]([CH2:12][C:13]3[CH:18]=[CH:17][C:16]([F:19])=[CH:15][CH:14]=3)[CH2:7][C@H:6]2[CH3:20])=[O:4])=[C:26]([S:28]([NH:31][CH3:32])(=[O:29])=[O:30])[CH:27]=1. The catalyst is CC(=O)CC.C(OCC)(=O)C.